Predict which catalyst facilitates the given reaction. From a dataset of Catalyst prediction with 721,799 reactions and 888 catalyst types from USPTO. (1) Reactant: CN(C(ON1N=NC2C=CC=NC1=2)=[N+](C)C)C.F[P-](F)(F)(F)(F)F.[Cl:25][C:26]1[CH:27]=[C:28]([C:52](O)=[O:53])[CH:29]=[N:30][C:31]=1[NH:32][NH:33][C:34]([NH:36][CH:37]1[C:43]2[CH:44]=[CH:45][CH:46]=[CH:47][C:42]=2[CH2:41][CH2:40][C:39]2[CH:48]=[CH:49][CH:50]=[CH:51][C:38]1=2)=[S:35].[CH2:55]1[C@@H:60]([NH2:61])[C:58](=[O:59])[S:57][CH2:56]1.Cl.CCN(C(C)C)C(C)C. Product: [Cl:25][C:26]1[CH:27]=[C:28]([C:52]([NH:61][C@@H:60]2[CH2:55][CH2:56][S:57][C:58]2=[O:59])=[O:53])[CH:29]=[N:30][C:31]=1[NH:32][NH:33][C:34]([NH:36][CH:37]1[C:43]2[CH:44]=[CH:45][CH:46]=[CH:47][C:42]=2[CH2:41][CH2:40][C:39]2[CH:48]=[CH:49][CH:50]=[CH:51][C:38]1=2)=[S:35]. The catalyst class is: 44. (2) Reactant: [CH3:1][O:2][C:3]1[CH:4]=[C:5]([C:9]2([C:15]#[N:16])[CH2:14][CH2:13][NH:12][CH2:11][CH2:10]2)[CH:6]=[CH:7][CH:8]=1.C(N(CC)CC)C.FC(F)(F)S(O[CH2:30][C:31]([F:34])([F:33])[F:32])(=O)=O.O. Product: [CH3:1][O:2][C:3]1[CH:4]=[C:5]([C:9]2([C:15]#[N:16])[CH2:14][CH2:13][N:12]([CH2:30][C:31]([F:34])([F:33])[F:32])[CH2:11][CH2:10]2)[CH:6]=[CH:7][CH:8]=1. The catalyst class is: 4. (3) The catalyst class is: 6. Reactant: [F:1][C:2]1[CH:7]=[CH:6][C:5]([CH2:8][N:9]([CH2:25][C:26]2[S:27][CH:28]=[C:29]([C:31]([O:33]CC)=[O:32])[N:30]=2)[CH2:10][C:11]2[CH:16]=[CH:15][C:14]([O:17][CH2:18][C:19]3[CH:20]=[N:21][CH:22]=[CH:23][CH:24]=3)=[CH:13][CH:12]=2)=[CH:4][CH:3]=1.CO.[OH-].[Na+]. Product: [F:1][C:2]1[CH:7]=[CH:6][C:5]([CH2:8][N:9]([CH2:25][C:26]2[S:27][CH:28]=[C:29]([C:31]([OH:33])=[O:32])[N:30]=2)[CH2:10][C:11]2[CH:12]=[CH:13][C:14]([O:17][CH2:18][C:19]3[CH:20]=[N:21][CH:22]=[CH:23][CH:24]=3)=[CH:15][CH:16]=2)=[CH:4][CH:3]=1. (4) Reactant: F[C:2]1[CH:3]=[CH:4][C:5]([N+:11]([O-:13])=[O:12])=[C:6]([CH:10]=1)[C:7]([OH:9])=[O:8].C([O-])([O-])=O.[K+].[K+].[OH:20][C:21]1[CH:22]=[CH:23][C:24]([NH:31][S:32]([C:35]2[CH:40]=[CH:39][CH:38]=[CH:37][CH:36]=2)(=[O:34])=[O:33])=[C:25]([CH:30]=1)[C:26]([O:28][CH3:29])=[O:27]. Product: [CH3:29][O:28][C:26]([C:25]1[CH:30]=[C:21]([CH:22]=[CH:23][C:24]=1[NH:31][S:32]([C:35]1[CH:40]=[CH:39][CH:38]=[CH:37][CH:36]=1)(=[O:33])=[O:34])[O:20][C:2]1[CH:3]=[CH:4][C:5]([N+:11]([O-:13])=[O:12])=[C:6]([CH:10]=1)[C:7]([OH:9])=[O:8])=[O:27]. The catalyst class is: 3.